Dataset: Catalyst prediction with 721,799 reactions and 888 catalyst types from USPTO. Task: Predict which catalyst facilitates the given reaction. Reactant: Cl([O-])=O.[Na+].P([O-])(O)(O)=[O:6].[Na+].CC(=CC)C.[C:16]([Si:20]([CH3:35])([CH3:34])[O:21][CH2:22][CH:23]([CH3:33])[O:24][C:25]1[CH:32]=[CH:31][CH:30]=[CH:29][C:26]=1[CH:27]=[O:28])([CH3:19])([CH3:18])[CH3:17]. Product: [C:16]([Si:20]([CH3:35])([CH3:34])[O:21][CH2:22][CH:23]([CH3:33])[O:24][C:25]1[CH:32]=[CH:31][CH:30]=[CH:29][C:26]=1[C:27]([OH:6])=[O:28])([CH3:18])([CH3:19])[CH3:17]. The catalyst class is: 127.